This data is from Forward reaction prediction with 1.9M reactions from USPTO patents (1976-2016). The task is: Predict the product of the given reaction. (1) Given the reactants [F:1][C:2]1[CH:23]=[CH:22][CH:21]=[C:20]([O:24][CH3:25])[C:3]=1[CH2:4][N:5]1[CH2:10][CH2:9][CH2:8][CH:7]([NH:11]C(=O)OC(C)(C)C)[C:6]1=[O:19].ClCCl.FC(F)(F)C(O)=O, predict the reaction product. The product is: [NH2:11][CH:7]1[CH2:8][CH2:9][CH2:10][N:5]([CH2:4][C:3]2[C:20]([O:24][CH3:25])=[CH:21][CH:22]=[CH:23][C:2]=2[F:1])[C:6]1=[O:19]. (2) The product is: [CH:27]1([S:24]([NH:23][C:21]([C:15]23[CH2:14][CH:13]2[CH:12]=[CH:11][CH2:10][CH2:9][CH2:8][CH2:7][N:6]([CH3:30])[C:5](=[O:31])[CH:4]2[CH:18]([CH2:19][CH:2]([O:1][C:32]([N:46]4[CH2:47][C:48]5[C:53](=[CH:52][CH:51]=[CH:50][CH:49]=5)[C:54]5[CH:41]=[CH:42][CH:43]=[CH:44][C:45]4=5)=[O:35])[CH2:3]2)[C:17](=[O:20])[NH:16]3)=[O:22])(=[O:26])=[O:25])[CH2:28][CH2:29]1. Given the reactants [OH:1][CH:2]1[CH2:19][CH:18]2[CH:4]([C:5](=[O:31])[N:6]([CH3:30])[CH2:7][CH2:8][CH2:9][CH2:10][CH:11]=[CH:12][CH:13]3[C:15]([C:21]([NH:23][S:24]([CH:27]4[CH2:29][CH2:28]4)(=[O:26])=[O:25])=[O:22])([NH:16][C:17]2=[O:20])[CH2:14]3)[CH2:3]1.[C:32](=[O:35])(O)[O-].[Na+].C(Cl)(Cl)=O.[CH:41]1[C:54]2[C:53]3[C:48](=[CH:49][CH:50]=[CH:51][CH:52]=3)[CH2:47][NH:46][C:45]=2[CH:44]=[CH:43][CH:42]=1.C(=O)([O-])[O-].[K+].[K+].C(=O)([O-])N, predict the reaction product. (3) The product is: [CH:31]12[CH2:40][CH:35]3[CH2:36][CH:37]([CH2:39][CH:33]([CH2:34]3)[CH:32]1[NH:41][C:5]([N:23]1[C:24]3[CH:29]=[CH:28][CH:27]=[CH:26][C:25]=3[O:20][CH2:21][CH2:22]1)=[O:11])[CH2:38]2. Given the reactants ClC(Cl)(O[C:5](=[O:11])OC(Cl)(Cl)Cl)Cl.C(N(CC)CC)C.[O:20]1[C:25]2[CH:26]=[CH:27][CH:28]=[CH:29][C:24]=2[NH:23][CH2:22][CH2:21]1.Cl.[CH:31]12[CH2:40][CH:35]3[CH2:36][CH:37]([CH2:39][CH:33]([CH2:34]3)[CH:32]1[NH2:41])[CH2:38]2, predict the reaction product. (4) Given the reactants Cl.[C:2]([C:4]1[CH:18]=[CH:17][C:7]([C:8]([NH:10][CH:11]2[CH2:16][CH2:15][NH:14][CH2:13][CH2:12]2)=[O:9])=[CH:6][C:5]=1[F:19])#[N:3].[CH3:20][C:21]1[C:29]2[CH2:28][O:27][C:26](=[O:30])[C:25]=2[CH:24]=[CH:23][C:22]=1[CH:31]1[CH2:33][O:32]1, predict the reaction product. The product is: [C:2]([C:4]1[CH:18]=[CH:17][C:7]([C:8]([NH:10][CH:11]2[CH2:16][CH2:15][N:14]([CH2:33][CH:31]([OH:32])[C:22]3[C:21]([CH3:20])=[C:29]4[C:25](=[CH:24][CH:23]=3)[C:26](=[O:30])[O:27][CH2:28]4)[CH2:13][CH2:12]2)=[O:9])=[CH:6][C:5]=1[F:19])#[N:3].